Dataset: Full USPTO retrosynthesis dataset with 1.9M reactions from patents (1976-2016). Task: Predict the reactants needed to synthesize the given product. (1) Given the product [Br:11][CH:9]([C:6]1[N:5]=[CH:4][N:3]=[C:2]([Cl:1])[C:7]=1[F:8])[CH3:10], predict the reactants needed to synthesize it. The reactants are: [Cl:1][C:2]1[C:7]([F:8])=[C:6]([CH2:9][CH3:10])[N:5]=[CH:4][N:3]=1.[Br:11]N1C(=O)CCC1=O.ClCCl. (2) The reactants are: Cl.[CH:2]1([N:5]([CH3:12])[CH2:6]/[CH:7]=[CH:8]/[C:9]([OH:11])=O)[CH2:4][CH2:3]1.C(Cl)(C(Cl)=O)=O.[NH2:19][C:20]1[N:28]=[CH:27][N:26]=[C:25]2[C:21]=1[N:22]([C:40]1[CH:45]=[CH:44][C:43]([O:46][C:47]3[CH:52]=[CH:51][CH:50]=[CH:49][CH:48]=3)=[CH:42][CH:41]=1)[C:23](=[O:39])[N:24]2[C:29]1[CH:38]=[CH:37][C:32]2[O:33][CH2:34][CH2:35][NH:36][C:31]=2[CH:30]=1. Given the product [NH2:19][C:20]1[N:28]=[CH:27][N:26]=[C:25]2[C:21]=1[N:22]([C:40]1[CH:41]=[CH:42][C:43]([O:46][C:47]3[CH:52]=[CH:51][CH:50]=[CH:49][CH:48]=3)=[CH:44][CH:45]=1)[C:23](=[O:39])[N:24]2[C:29]1[CH:38]=[CH:37][C:32]2[O:33][CH2:34][CH2:35][N:36]([C:9](=[O:11])/[CH:8]=[CH:7]/[CH2:6][N:5]([CH:2]3[CH2:3][CH2:4]3)[CH3:12])[C:31]=2[CH:30]=1, predict the reactants needed to synthesize it. (3) Given the product [CH3:26][N:27]([CH3:28])[CH:2]([CH3:20])[C:3]([O:5][C:6]([CH3:19])([CH2:8][CH2:9][CH2:10][CH2:11][CH2:12][CH2:13][CH2:14][CH2:15][CH2:16][CH2:17][CH3:18])[CH3:7])=[O:4], predict the reactants needed to synthesize it. The reactants are: Br[CH:2]([CH3:20])[C:3]([O:5][C:6]([CH3:19])([CH2:8][CH2:9][CH2:10][CH2:11][CH2:12][CH2:13][CH2:14][CH2:15][CH2:16][CH2:17][CH3:18])[CH3:7])=[O:4].C(=O)(O)[O-].[Na+].[CH3:26][NH:27][CH3:28].